Dataset: Forward reaction prediction with 1.9M reactions from USPTO patents (1976-2016). Task: Predict the product of the given reaction. (1) Given the reactants [Cl:1][C:2]1[N:10]=[C:9]2[C:5]([NH:6][CH:7]=[N:8]2)=[C:4]([Cl:11])[N:3]=1.C(=O)([O-])[O-].[K+].[K+].[CH3:18][O:19][CH:20](Br)[CH3:21], predict the reaction product. The product is: [Cl:1][C:2]1[N:10]=[C:9]2[C:5]([N:6]=[CH:7][N:8]2[CH2:21][CH2:20][O:19][CH3:18])=[C:4]([Cl:11])[N:3]=1. (2) Given the reactants [CH3:1][C@@H:2]1[O:7][C@H:6]([CH3:8])[CH2:5][N:4]([C:9]2[C:16]([F:17])=[CH:15][C:14]([C:18]#[CH:19])=[CH:13][C:10]=2[CH:11]=[O:12])[CH2:3]1.Br[C:21]1[S:22][C:23]2[CH:29]=[CH:28][CH:27]=[CH:26][C:24]=2[CH:25]=1, predict the reaction product. The product is: [S:22]1[C:23]2[CH:29]=[CH:28][CH:27]=[CH:26][C:24]=2[CH:25]=[C:21]1[C:19]#[C:18][C:14]1[CH:15]=[C:16]([F:17])[C:9]([N:4]2[CH2:5][C@H:6]([CH3:8])[O:7][C@H:2]([CH3:1])[CH2:3]2)=[C:10]([CH:13]=1)[CH:11]=[O:12]. (3) Given the reactants [CH3:1][O:2][C:3]1[CH:4]=[C:5]2[C:10](=[CH:11][C:12]=1[O:13][CH3:14])[N:9]=[CH:8][CH:7]=[C:6]2[O:15][C:16]1[CH:22]=[CH:21][C:19]([NH2:20])=[CH:18][CH:17]=1.C1(C)C=CC=CC=1.C(N(CC)CC)C.Cl[C:38](Cl)([O:40]C(=O)OC(Cl)(Cl)Cl)Cl.[Br:49][C:50]1[CH:51]=[C:52]([CH:56]=[CH:57][CH:58]=1)[CH:53]([OH:55])[CH3:54], predict the reaction product. The product is: [CH3:1][O:2][C:3]1[CH:4]=[C:5]2[C:10](=[CH:11][C:12]=1[O:13][CH3:14])[N:9]=[CH:8][CH:7]=[C:6]2[O:15][C:16]1[CH:22]=[CH:21][C:19]([NH:20][C:38](=[O:40])[O:55][CH:53]([C:52]2[CH:56]=[CH:57][CH:58]=[C:50]([Br:49])[CH:51]=2)[CH3:54])=[CH:18][CH:17]=1.